Dataset: NCI-60 drug combinations with 297,098 pairs across 59 cell lines. Task: Regression. Given two drug SMILES strings and cell line genomic features, predict the synergy score measuring deviation from expected non-interaction effect. (1) Drug 1: C1CC(=O)NC(=O)C1N2CC3=C(C2=O)C=CC=C3N. Drug 2: COC1=CC(=CC(=C1O)OC)C2C3C(COC3=O)C(C4=CC5=C(C=C24)OCO5)OC6C(C(C7C(O6)COC(O7)C8=CC=CS8)O)O. Cell line: NCI/ADR-RES. Synergy scores: CSS=4.36, Synergy_ZIP=-2.55, Synergy_Bliss=-1.55, Synergy_Loewe=1.40, Synergy_HSA=-0.648. (2) Drug 1: CC1=C(C(=CC=C1)Cl)NC(=O)C2=CN=C(S2)NC3=CC(=NC(=N3)C)N4CCN(CC4)CCO. Drug 2: C1C(C(OC1N2C=NC3=C2NC=NCC3O)CO)O. Cell line: OVCAR3. Synergy scores: CSS=4.88, Synergy_ZIP=-5.15, Synergy_Bliss=-4.56, Synergy_Loewe=-19.7, Synergy_HSA=-7.40. (3) Drug 1: C(CC(=O)O)C(=O)CN.Cl. Drug 2: B(C(CC(C)C)NC(=O)C(CC1=CC=CC=C1)NC(=O)C2=NC=CN=C2)(O)O. Cell line: ACHN. Synergy scores: CSS=32.8, Synergy_ZIP=5.68, Synergy_Bliss=6.97, Synergy_Loewe=-50.8, Synergy_HSA=-2.60.